Dataset: Full USPTO retrosynthesis dataset with 1.9M reactions from patents (1976-2016). Task: Predict the reactants needed to synthesize the given product. (1) Given the product [CH:40]([N:39]1[C:35]([C:29]2[N:30]=[C:31]3[C:32]4[CH:33]=[CH:34][C:21]([C:16]5[CH:17]=[N:18][N:19]([CH3:20])[C:15]=5[CH:11]5[CH2:12][CH2:13][CH2:14][N:9]([C:2]([CH3:1])([CH3:8])[CH2:3][OH:4])[CH2:10]5)=[CH:22][C:23]=4[O:24][CH2:25][CH2:26][N:27]3[CH:28]=2)=[N:36][C:37]([CH3:43])=[N:38]1)([CH3:42])[CH3:41], predict the reactants needed to synthesize it. The reactants are: [CH3:1][C:2]([N:9]1[CH2:14][CH2:13][CH2:12][CH:11]([C:15]2[N:19]([CH3:20])[N:18]=[CH:17][C:16]=2[C:21]2[CH:22]=[C:23]3[C:32](=[CH:33][CH:34]=2)[C:31]2[N:27]([CH:28]=[C:29]([C:35]4[N:39]([CH:40]([CH3:42])[CH3:41])[N:38]=[C:37]([CH3:43])[N:36]=4)[N:30]=2)[CH2:26][CH2:25][O:24]3)[CH2:10]1)([CH3:8])[C:3](OCC)=[O:4].[H-].[H-].[H-].[H-].[Li+].[Al+3].O. (2) Given the product [CH3:1][C:2]1([CH3:18])[CH2:6][CH2:5][CH2:4][C@H:3]1[C:7]1[CH:8]=[C:9]([CH:14]=[CH:15][C:16]=1[O:17][S:29]([C:32]([F:35])([F:34])[F:33])(=[O:31])=[O:30])[C:10]([O:12][CH3:13])=[O:11], predict the reactants needed to synthesize it. The reactants are: [CH3:1][C:2]1([CH3:18])[CH2:6][CH2:5][CH2:4][C@H:3]1[C:7]1[CH:8]=[C:9]([CH:14]=[CH:15][C:16]=1[OH:17])[C:10]([O:12][CH3:13])=[O:11].C(Cl)Cl.C1(N([S:29]([C:32]([F:35])([F:34])[F:33])(=[O:31])=[O:30])[S:29]([C:32]([F:35])([F:34])[F:33])(=[O:31])=[O:30])C=CC=CC=1. (3) Given the product [CH2:1]([C:8]1[CH:9]=[C:10]([C:14]2[NH:18][CH2:38][C:39](=[O:40])[N:45]([CH2:44][C:43]([F:48])([F:47])[F:42])[N:46]=2)[CH:11]=[CH:12][CH:13]=1)[C:2]1[CH:3]=[CH:4][CH:5]=[CH:6][CH:7]=1, predict the reactants needed to synthesize it. The reactants are: [CH2:1]([C:8]1[CH:9]=[C:10]([C:14](=[NH:18])OCC)[CH:11]=[CH:12][CH:13]=1)[C:2]1[CH:7]=[CH:6][CH:5]=[CH:4][CH:3]=1.C1(C)C=CC(S(O)(=O)=O)=CC=1.C(N[CH2:38][C:39](O)=[O:40])C1C=CC=CC=1.[F:42][C:43]([F:48])([F:47])[CH2:44][NH:45][NH2:46]. (4) Given the product [CH:7]1([CH2:6][O:5][C:4]2[CH:3]=[C:2](/[CH:19]=[CH:18]/[CH2:17][NH:20][C:21](=[O:26])[C:22]([F:25])([F:24])[F:23])[CH:16]=[CH:15][CH:14]=2)[CH2:13][CH2:12][CH2:11][CH2:10][CH2:9][CH2:8]1, predict the reactants needed to synthesize it. The reactants are: Br[C:2]1[CH:3]=[C:4]([CH:14]=[CH:15][CH:16]=1)[O:5][CH2:6][CH:7]1[CH2:13][CH2:12][CH2:11][CH2:10][CH2:9][CH2:8]1.[CH2:17]([NH:20][C:21](=[O:26])[C:22]([F:25])([F:24])[F:23])[CH:18]=[CH2:19]. (5) Given the product [CH2:1]([O:8][C:9]1[C:14]([OH:15])=[CH:13][CH:12]=[C:11]([Cl:16])[C:10]=1[C:17]1[CH:22]=[CH:21][CH:20]=[CH:19][C:18]=1[CH3:24])[C:2]1[CH:7]=[CH:6][CH:5]=[CH:4][CH:3]=1, predict the reactants needed to synthesize it. The reactants are: [CH2:1]([O:8][C:9]1[C:14]([OH:15])=[CH:13][CH:12]=[C:11]([Cl:16])[C:10]=1[C:17]1[CH:22]=[CH:21][CH:20]=[CH:19][C:18]=1Cl)[C:2]1[CH:7]=[CH:6][CH:5]=[CH:4][CH:3]=1.[CH2:24](OC1C(C=O)=CC=C(Cl)C=1C1C=CC=CC=1C)C1C=CC=CC=1. (6) Given the product [F:26][C:21]1[CH:20]=[C:19]([CH2:18][O:17][C:5]2[CH:4]=[CH:3][C:2]([C:35]3[CH:36]=[N:37][NH:38][CH:39]=3)=[CH:16][C:6]=2[C:7]([NH:9][C:10]2[CH:15]=[CH:14][N:13]=[N:12][CH:11]=2)=[O:8])[CH:24]=[CH:23][C:22]=1[F:25], predict the reactants needed to synthesize it. The reactants are: Br[C:2]1[CH:3]=[CH:4][C:5]([O:17][CH2:18][C:19]2[CH:24]=[CH:23][C:22]([F:25])=[C:21]([F:26])[CH:20]=2)=[C:6]([CH:16]=1)[C:7]([NH:9][C:10]1[CH:15]=[CH:14][N:13]=[N:12][CH:11]=1)=[O:8].CC1(C)C(C)(C)OB([C:35]2[CH:36]=[N:37][N:38](C(OC(C)(C)C)=O)[CH:39]=2)O1.C(=O)([O-])[O-].[Na+].[Na+]. (7) Given the product [NH:4]1[C:5]([C:6]2[CH:11]=[CH:10][CH:9]=[CH:8][C:7]=2[C:12]2[CH:17]=[CH:16][C:15]([CH2:18][C:19]3[C:20](=[O:51])[N:21]([C:30]4[N:35]=[CH:34][C:33]([O:36][CH:37]5[CH2:38][CH2:39][CH:40]([OH:43])[CH2:41][CH2:42]5)=[CH:32][N:31]=4)[C:22]([CH3:29])=[N:23][C:24]=3[CH2:25][CH2:26][CH2:27][CH3:28])=[CH:14][CH:13]=2)=[N:1][N:2]=[N:3]1, predict the reactants needed to synthesize it. The reactants are: [NH:1]1[C:5]([C:6]2[CH:11]=[CH:10][CH:9]=[CH:8][C:7]=2[C:12]2[CH:17]=[CH:16][C:15]([CH2:18][C:19]3[C:20](=[O:51])[N:21]([C:30]4[N:35]=[CH:34][C:33]([O:36][CH:37]5[CH2:42][CH2:41][CH:40]([O:43][Si](C(C)(C)C)(C)C)[CH2:39][CH2:38]5)=[CH:32][N:31]=4)[C:22]([CH3:29])=[N:23][C:24]=3[CH2:25][CH2:26][CH2:27][CH3:28])=[CH:14][CH:13]=2)=[N:4][N:3]=[N:2]1.Cl. (8) Given the product [C:1]([O:4][C:5]1[CH:6]=[C:7]([CH:11]=[C:12]([NH2:16])[C:13]=1[O:14][CH3:15])[C:8]([OH:10])=[O:9])(=[O:3])[CH3:2], predict the reactants needed to synthesize it. The reactants are: [C:1]([O:4][C:5]1[CH:6]=[C:7]([CH:11]=[C:12]([N+:16]([O-])=O)[C:13]=1[O:14][CH3:15])[C:8]([OH:10])=[O:9])(=[O:3])[CH3:2].Cl.[H][H].